Dataset: Drug-target binding data from BindingDB using IC50 measurements. Task: Regression. Given a target protein amino acid sequence and a drug SMILES string, predict the binding affinity score between them. We predict pIC50 (pIC50 = -log10(IC50 in M); higher means more potent). Dataset: bindingdb_ic50. (1) The compound is CC1C(N)=N[C@](C)(c2cc(NC(=O)c3ccc(F)cn3)ccc2F)CCS1(=O)=O. The target protein (P56818) has sequence MAPALHWLLLWVGSGMLPAQGTHLGIRLPLRSGLAGPPLGLRLPRETDEESEEPGRRGSFVEMVDNLRGKSGQGYYVEMTVGSPPQTLNILVDTGSSNFAVGAAPHPFLHRYYQRQLSSTYRDLRKGVYVPYTQGKWEGELGTDLVSIPHGPNVTVRANIAAITESDKFFINGSNWEGILGLAYAEIARPDDSLEPFFDSLVKQTHIPNIFSLQLCGAGFPLNQTEALASVGGSMIIGGIDHSLYTGSLWYTPIRREWYYEVIIVRVEINGQDLKMDCKEYNYDKSIVDSGTTNLRLPKKVFEAAVKSIKAASSTEKFPDGFWLGEQLVCWQAGTTPWNIFPVISLYLMGEVTNQSFRITILPQQYLRPVEDVATSQDDCYKFAVSQSSTGTVMGAVIMEGFYVVFDRARKRIGFAVSACHVHDEFRTAAVEGPFVTADMEDCGYNIPQTDESTLMTIAYVMAAICALFMLPLCLMVCQWRCLRCLRHQHDDFADDISLL.... The pIC50 is 8.4. (2) The drug is O=[N+]([O-])c1cccc(S(=O)(=O)Nc2cc(Br)c(O)c3ccccc23)c1. The target protein (Q03330) has sequence MVTKHQIEEDHLDGATTDPEVKRVKLENNVEEIQPEQAETNKQEGTDKENKGKFEKETERIGGSEVVTDVEKGIVKFEFDGVEYTFKERPSVVEENEGKIEFRVVNNDNTKENMMVLTGLKNIFQKQLPKMPKEYIARLVYDRSHLSMAVIRKPLTVVGGITYRPFDKREFAEIVFCAISSTEQVRGYGAHLMNHLKDYVRNTSNIKYFLTYADNYAIGYFKKQGFTKEITLDKSIWMGYIKDYEGGTLMQCSMLPRIRYLDAGKILLLQEAALRRKIRTISKSHIVRPGLEQFKDLNNIKPIDPMTIPGLKEAGWTPEMDALAQRPKRGPHDAAIQNILTELQNHAAAWPFLQPVNKEEVPDYYDFIKEPMDLSTMEIKLESNKYQKMEDFIYDARLVFNNCRMYNGENTSYYKYANRLEKFFNNKVKEIPEYSHLID. The pIC50 is 5.0. (3) The small molecule is COc1ccc(NC(=O)C[N+]23CC[N+](Cc4ccc5c(c4)C(=O)c4ccc(C6=C(C(=O)O)N7C(=O)[C@H]([C@@H](C)O)[C@H]7[C@H]6C)cc4-5)(CC2)CC3)cc1.[Cl-].[Cl-]. The target protein sequence is MTENKGSSQPKKNGNNGGKSNSKKNRNVKRTIIKIIGFMIIAFFVVLLLGILLFAYYAWKAPAFTEAKLQDPIPAKIYDKNGELVKTLDNGQRHEHVNLKDVPKSMKDAVLATEDNRFYEHGALDYKRLFGAIGKNLTGGFGSEGASTLTQQVVKDAFLSQHKSIGRKAQEAYLSYRLEQEYSKDDIFQVYLNKIYYSDGVTGIKAAAKYYFNKDLKDLNLAEEAYLAGLPQVPNNYNIYDHPKAAEDRKNTVLYLMHYHKRITDKQWEDAKKIDLKANLVNRTPEERQNIDTNQDSEYNSYVNFVKSELMNNKAFKDENLGNVLQSGIKIYTNMDKDVQKTLQNDVDNGSFYKNKDQQVGATILDSKTGGLVAISGGRDFKDVVNRNQATDPHPTGSSLKPFLAYGPAIENMKWATNHAIQDESSYQVDGSTFRNYDTKSHGTVSIYDALRQSFNIPALKAWQSVKQNAGNDAPKKFAAKLGLNYEGDIGPSEVLGGSA.... The pIC50 is 9.0.